Dataset: Catalyst prediction with 721,799 reactions and 888 catalyst types from USPTO. Task: Predict which catalyst facilitates the given reaction. Reactant: [C:1]([O:5][C:6]([N:8]1[CH2:22][CH2:21][C@H:11]2[NH:12][C:13]3[C:14]([CH3:20])=[CH:15][CH:16]=[C:17]([Cl:19])[C:18]=3[C@H:10]2[CH2:9]1)=[O:7])([CH3:4])([CH3:3])[CH3:2].C1C(=O)N([Br:30])C(=O)C1. Product: [C:1]([O:5][C:6]([N:8]1[CH2:22][CH2:21][C@H:11]2[NH:12][C:13]3[C:14]([CH3:20])=[CH:15][C:16]([Br:30])=[C:17]([Cl:19])[C:18]=3[C@H:10]2[CH2:9]1)=[O:7])([CH3:4])([CH3:2])[CH3:3]. The catalyst class is: 3.